From a dataset of Full USPTO retrosynthesis dataset with 1.9M reactions from patents (1976-2016). Predict the reactants needed to synthesize the given product. (1) Given the product [CH3:20][Si:21]([CH3:23])([CH3:22])[O:1][C@H:2]([CH3:12])[CH2:3][NH:4][CH2:5][CH2:6][C:7]([O:9][CH2:10][CH3:11])=[O:8], predict the reactants needed to synthesize it. The reactants are: [OH:1][C@H:2]([CH3:12])[CH2:3][NH:4][CH2:5][CH2:6][C:7]([O:9][CH2:10][CH3:11])=[O:8].C(N(CC)CC)C.[CH3:20][Si:21](Cl)([CH3:23])[CH3:22]. (2) The reactants are: Cl[C:2]1[C:7]([C:8]([O:10][CH2:11][CH3:12])=[O:9])=[CH:6][N:5]=[C:4]2[N:13]([CH2:16][C:17]3[CH:22]=[CH:21][C:20]([O:23][CH3:24])=[CH:19][CH:18]=3)[N:14]=[CH:15][C:3]=12.C(N(CC)CC)C. Given the product [CH3:24][O:23][C:20]1[CH:19]=[CH:18][C:17]([CH2:16][N:13]2[C:4]3=[N:5][CH:6]=[C:7]([C:8]([O:10][CH2:11][CH3:12])=[O:9])[CH:2]=[C:3]3[CH:15]=[N:14]2)=[CH:22][CH:21]=1, predict the reactants needed to synthesize it. (3) Given the product [F:8][C:5]1[CH:6]=[CH:7][C:2]2[N:1]=[C:12]([C:14]3[CH:15]=[C:16]([CH:26]=[CH:27][CH:28]=3)[C:17]([O:19][CH2:20][CH2:21][Si:22]([CH3:24])([CH3:23])[CH3:25])=[O:18])[CH2:11][O:9][C:3]=2[CH:4]=1, predict the reactants needed to synthesize it. The reactants are: [NH2:1][C:2]1[CH:7]=[CH:6][C:5]([F:8])=[CH:4][C:3]=1[OH:9].Br[CH2:11][C:12]([C:14]1[CH:15]=[C:16]([CH:26]=[CH:27][CH:28]=1)[C:17]([O:19][CH2:20][CH2:21][Si:22]([CH3:25])([CH3:24])[CH3:23])=[O:18])=O. (4) Given the product [ClH:44].[CH3:12][N:2]([CH3:1])[CH2:3][CH2:4][C:5]([C:7]1[S:8][CH:9]=[CH:10][CH:11]=1)=[O:6], predict the reactants needed to synthesize it. The reactants are: [CH3:1][N:2]([CH3:12])[CH2:3][CH2:4][C@@H:5]([C:7]1[S:8][CH:9]=[CH:10][CH:11]=1)[OH:6].CNCC[C@H](OC1C=CC=C2C=CC=CC=12)C1SC=CC=1.C(C1SC=CC=1)(=O)C.C=O.[ClH:44].CNC. (5) Given the product [CH2:12]([O:11][C:9](=[O:10])[CH2:8][N:24]1[CH2:25][CH2:26][N:21]([C:19]([O:18][C:14]([CH3:17])([CH3:16])[CH3:15])=[O:20])[CH2:22][C@@H:23]1[CH3:27])[CH3:13], predict the reactants needed to synthesize it. The reactants are: C(=O)([O-])[O-].[K+].[K+].Br[CH2:8][C:9]([O:11][CH2:12][CH3:13])=[O:10].[C:14]([O:18][C:19]([N:21]1[CH2:26][CH2:25][NH:24][C@@H:23]([CH3:27])[CH2:22]1)=[O:20])([CH3:17])([CH3:16])[CH3:15]. (6) Given the product [Cl:1][C:2]1[CH:3]=[CH:4][C:5]([OH:10])=[C:6]([C:7]([C:16]2[CH:37]=[CH:38][C:13]([Cl:12])=[CH:14][CH:15]=2)=[CH2:39])[CH:9]=1, predict the reactants needed to synthesize it. The reactants are: [Cl:1][C:2]1[CH:9]=[C:6]([CH:7]=O)[C:5]([OH:10])=[CH:4][CH:3]=1.[Cl-].[Cl:12][C:13]1[CH:38]=[CH:37][C:16](C[P+](C2C=CC=CC=2)(C2C=CC=CC=2)C2C=CC=CC=2)=[CH:15][CH:14]=1.[C:39](=O)([O-])[O-].[K+].[K+].Cl.